Dataset: Forward reaction prediction with 1.9M reactions from USPTO patents (1976-2016). Task: Predict the product of the given reaction. (1) Given the reactants [N:1]1[CH:6]=[CH:5][CH:4]=[CH:3][CH:2]=1.Cl[C:8]([O:10][CH:11](CC)[CH2:12][CH2:13][CH2:14][CH2:15][CH3:16])=[O:9].[C:19]1([Mg]Cl)[CH:24]=[CH:23][CH:22]=[CH:21][CH:20]=1.S(=O)(=O)(O)O.O1CC[CH2:34][CH2:33]1, predict the reaction product. The product is: [CH2:33]([CH:12]([CH2:13][CH2:14][CH2:15][CH3:16])[CH2:11][O:10][C:8]([N:1]1[CH:6]=[CH:5][CH:4]([C:19]2[CH:24]=[CH:23][CH:22]=[CH:21][CH:20]=2)[CH:3]=[CH:2]1)=[O:9])[CH3:34]. (2) Given the reactants [Cl:1][C:2]1[CH:10]=[C:9]2[C:5]([C:6]([CH:19]=O)=[CH:7][N:8]2[CH2:11][C:12]2[CH:17]=[CH:16][C:15]([F:18])=[CH:14][CH:13]=2)=[CH:4][CH:3]=1.[C:21]([CH2:23][C:24]1[CH:33]=[CH:32][C:27]([C:28]([O:30][CH3:31])=[O:29])=[CH:26][CH:25]=1)#[N:22].[OH-].[Na+].[CH3:36]O, predict the reaction product. The product is: [Cl:1][C:2]1[CH:10]=[C:9]2[C:5]([C:6](/[CH:19]=[C:23](/[C:24]3[CH:33]=[CH:32][C:27]([C:28]([O:30][CH2:31][CH3:36])=[O:29])=[CH:26][CH:25]=3)\[C:21]#[N:22])=[CH:7][N:8]2[CH2:11][C:12]2[CH:13]=[CH:14][C:15]([F:18])=[CH:16][CH:17]=2)=[CH:4][CH:3]=1.